From a dataset of Kir2.1 potassium channel HTS with 301,493 compounds. Binary Classification. Given a drug SMILES string, predict its activity (active/inactive) in a high-throughput screening assay against a specified biological target. (1) The molecule is S(=O)(=O)(CC(=O)Nc1sccc1C(=O)NC)c1ccccc1. The result is 0 (inactive). (2) The molecule is O(C(=O)NCC(N1CCN(CC1)c1ccccc1)c1cccnc1)C. The result is 0 (inactive). (3) The drug is OC(CN1CCCCC1)COc1ccc(CN(Cc2c3c(ncc2)cccc3)C)cc1. The result is 0 (inactive). (4) The result is 0 (inactive). The drug is O=C(NCCc1cc(OCC)c(OCC)cc1)CCc1c(n2ncnc2nc1C)C. (5) The drug is s1c2nc(c3c(CCC3)c2c2nc(SC)nc(SCC(O)=O)c12)c1ccccc1. The result is 0 (inactive). (6) The molecule is O(Cc1n(c2c(n1)cccc2)CC=C)c1ccc(OC)cc1. The result is 0 (inactive). (7) The drug is O1C2(CCC(CC2)C)C(=C(C1=O)C)C(=O)NCc1cc2OCOc2cc1. The result is 0 (inactive). (8) The compound is S1(=O)(=O)N=C(Nc2c1cccc2)CC(CC(O)=O)C. The result is 0 (inactive).